From a dataset of Peptide-MHC class I binding affinity with 185,985 pairs from IEDB/IMGT. Regression. Given a peptide amino acid sequence and an MHC pseudo amino acid sequence, predict their binding affinity value. This is MHC class I binding data. (1) The peptide sequence is VSSLHLSI. The MHC is H-2-Kb with pseudo-sequence H-2-Kb. The binding affinity (normalized) is 0.521. (2) The MHC is HLA-B39:01 with pseudo-sequence HLA-B39:01. The peptide sequence is KREEHYIVL. The binding affinity (normalized) is 0.574. (3) The peptide sequence is FLIGANYLGK. The MHC is HLA-A03:01 with pseudo-sequence HLA-A03:01. The binding affinity (normalized) is 0.504. (4) The peptide sequence is IAHVRDVVM. The MHC is HLA-A80:01 with pseudo-sequence HLA-A80:01. The binding affinity (normalized) is 0.0847. (5) The MHC is HLA-B83:01 with pseudo-sequence HLA-B83:01. The binding affinity (normalized) is 0.213. The peptide sequence is YSLAGSSPF. (6) The peptide sequence is VPSGDVVRF. The MHC is HLA-A11:01 with pseudo-sequence HLA-A11:01. The binding affinity (normalized) is 0.0311. (7) The peptide sequence is IQLTNGDSL. The MHC is H-2-Db with pseudo-sequence H-2-Db. The binding affinity (normalized) is 0.654. (8) The peptide sequence is FAAPHRGVA. The MHC is HLA-A03:01 with pseudo-sequence HLA-A03:01. The binding affinity (normalized) is 0.0847. (9) The peptide sequence is LEKARGSTY. The MHC is HLA-A23:01 with pseudo-sequence HLA-A23:01. The binding affinity (normalized) is 0.